Task: Regression. Given a peptide amino acid sequence and an MHC pseudo amino acid sequence, predict their binding affinity value. This is MHC class I binding data.. Dataset: Peptide-MHC class I binding affinity with 185,985 pairs from IEDB/IMGT The peptide sequence is FYHISTGGY. The MHC is HLA-A02:03 with pseudo-sequence HLA-A02:03. The binding affinity (normalized) is 0.0847.